This data is from Forward reaction prediction with 1.9M reactions from USPTO patents (1976-2016). The task is: Predict the product of the given reaction. (1) Given the reactants [Cl:1][C:2]1[CH:9]=[C:8]([O:10][CH3:11])[C:7]([N+:12]([O-:14])=[O:13])=[CH:6][C:3]=1[CH:4]=[O:5].[BH4-].[Na+], predict the reaction product. The product is: [Cl:1][C:2]1[CH:9]=[C:8]([O:10][CH3:11])[C:7]([N+:12]([O-:14])=[O:13])=[CH:6][C:3]=1[CH2:4][OH:5]. (2) Given the reactants S1[CH:5]=[CH:4][C:3]([C:6]2[CH:7]=[C:8]3[C:14]([C:15]4[CH:16]=[C:17]([CH:38]=[CH:39][CH:40]=4)[CH2:18][NH:19][C:20]([C:22]4[C:23](=[O:37])[N:24]([CH2:28][C:29]5[CH:34]=[CH:33][C:32]([F:35])=[C:31]([F:36])[CH:30]=5)[CH:25]=[CH:26][CH:27]=4)=[O:21])=[CH:13][NH:12][C:9]3=[N:10][CH:11]=2)=[CH:2]1.[N:41]1C=CC(B(O)O)=C[CH:42]=1.B(O)O, predict the reaction product. The product is: [N:41]1[CH:5]=[CH:4][C:3]([C:6]2[CH:7]=[C:8]3[C:14]([C:15]4[CH:16]=[C:17]([CH:38]=[CH:39][CH:40]=4)[CH2:18][NH:19][C:20]([C:22]4[C:23](=[O:37])[N:24]([CH2:28][C:29]5[CH:34]=[CH:33][C:32]([F:35])=[C:31]([F:36])[CH:30]=5)[CH:25]=[CH:26][CH:27]=4)=[O:21])=[CH:13][NH:12][C:9]3=[N:10][CH:11]=2)=[CH:2][CH:42]=1. (3) Given the reactants [CH3:1][C:2]1[CH2:7][CH2:6][C@@H:5]([C:8](Cl)=[O:9])[CH2:4][CH:3]=1.[CH3:11][O:12][C:13]([C:15]1[S:16][C:17]([C:31]#[C:32][C:33]([CH3:36])([CH3:35])[CH3:34])=[CH:18][C:19]=1[NH:20][CH:21]1[CH2:30][CH2:29][C:24]2([O:28][CH2:27][CH2:26][O:25]2)[CH2:23][CH2:22]1)=[O:14].[O-]P([O-])([O-])=O.[K+].[K+].[K+].CCOC(C)=O, predict the reaction product. The product is: [CH3:11][O:12][C:13]([C:15]1[S:16][C:17]([C:31]#[C:32][C:33]([CH3:36])([CH3:35])[CH3:34])=[CH:18][C:19]=1[N:20]([CH:21]1[CH2:30][CH2:29][C:24]2([O:28][CH2:27][CH2:26][O:25]2)[CH2:23][CH2:22]1)[C:8]([C@@H:5]1[CH2:6][CH2:7][C:2]([CH3:1])=[CH:3][CH2:4]1)=[O:9])=[O:14].